Dataset: Catalyst prediction with 721,799 reactions and 888 catalyst types from USPTO. Task: Predict which catalyst facilitates the given reaction. (1) Reactant: Cl[C:2]1[CH:11]=[N:10][C:9]2[C:8]([C:12]([O:14][CH3:15])=[O:13])=[C:7]([O:16][CH3:17])[CH:6]=[CH:5][C:4]=2[N:3]=1.[NH:18]1[CH2:23][CH2:22][CH2:21][CH2:20][CH2:19]1.C(=O)(O)[O-].[Na+]. Product: [CH3:17][O:16][C:7]1[CH:6]=[CH:5][C:4]2[N:3]=[C:2]([N:18]3[CH2:23][CH2:22][CH2:21][CH2:20][CH2:19]3)[CH:11]=[N:10][C:9]=2[C:8]=1[C:12]([O:14][CH3:15])=[O:13]. The catalyst class is: 7. (2) Reactant: [F:1][C:2]([F:30])([CH2:28][OH:29])[CH2:3][N:4]1[C:8]([C:9]2[CH:14]=[CH:13][C:12]([F:15])=[CH:11][CH:10]=2)=[C:7]([C:16]2[CH:17]=[CH:18][C:19]3[O:24][CH2:23][C:22](=[O:25])[NH:21][C:20]=3[CH:26]=2)[C:6]([CH3:27])=[N:5]1.[C:31]([O:35][C:36]([NH:38][CH2:39][C:40](O)=[O:41])=[O:37])([CH3:34])([CH3:33])[CH3:32].Cl.CN(C)CCCN=C=NCC. Product: [C:31]([O:35][C:36]([NH:38][CH2:39][C:40]([O:29][CH2:28][C:2]([F:1])([F:30])[CH2:3][N:4]1[C:8]([C:9]2[CH:10]=[CH:11][C:12]([F:15])=[CH:13][CH:14]=2)=[C:7]([C:16]2[CH:17]=[CH:18][C:19]3[O:24][CH2:23][C:22](=[O:25])[NH:21][C:20]=3[CH:26]=2)[C:6]([CH3:27])=[N:5]1)=[O:41])=[O:37])([CH3:34])([CH3:33])[CH3:32]. The catalyst class is: 17. (3) Reactant: [CH3:1][O:2][CH2:3][CH:4]1[CH2:9][CH2:8][CH2:7][N:6](C(OC(C)(C)C)=O)[CH2:5]1.[ClH:17]. Product: [ClH:17].[CH3:1][O:2][CH2:3][CH:4]1[CH2:9][CH2:8][CH2:7][NH:6][CH2:5]1. The catalyst class is: 12. (4) Reactant: [Cl:1][C:2]1[CH:7]=[CH:6][C:5]([C:8]([C:11]2[N:15]([C:16]3[CH:21]=[CH:20][C:19]([F:22])=[CH:18][CH:17]=3)[C:14]([S:23][CH2:24][C:25]3[C:35]([F:36])=[CH:34][C:28]([O:29][CH2:30][CH2:31][CH2:32]O)=[CH:27][C:26]=3[F:37])=[N:13][CH:12]=2)([CH3:10])[CH3:9])=[CH:4][C:3]=1[O:38][CH3:39].[C:40]([O:44][C:45]([NH:47][C:48]([NH:50][C:51]([O:53][C:54]([CH3:57])([CH3:56])[CH3:55])=[O:52])=[NH:49])=[O:46])([CH3:43])([CH3:42])[CH3:41].C1C=CC(P(C2C=CC=CC=2)C2C=CC=CC=2)=CC=1.CC(OC(/N=N/C(OC(C)C)=O)=O)C. Product: [C:54]([O:53][C:51](=[O:52])[N:50]=[C:48]([NH:47][C:45]([O:44][C:40]([CH3:43])([CH3:42])[CH3:41])=[O:46])[NH:49][CH2:32][CH2:31][CH2:30][O:29][C:28]1[CH:34]=[C:35]([F:36])[C:25]([CH2:24][S:23][C:14]2[N:15]([C:16]3[CH:17]=[CH:18][C:19]([F:22])=[CH:20][CH:21]=3)[C:11]([C:8]([C:5]3[CH:6]=[CH:7][C:2]([Cl:1])=[C:3]([O:38][CH3:39])[CH:4]=3)([CH3:9])[CH3:10])=[CH:12][N:13]=2)=[C:26]([F:37])[CH:27]=1)([CH3:57])([CH3:56])[CH3:55]. The catalyst class is: 1. (5) Reactant: C([O-])([O-])=O.[Na+].[Na+].Cl.[Cl:8][CH2:9][C:10]1[CH:11]=[N:12][CH:13]=[CH:14][CH:15]=1.[C:16]1([P:22]([C:29]2[CH:34]=[CH:33][CH:32]=[CH:31][CH:30]=2)[C:23]2[CH:28]=[CH:27][CH:26]=[CH:25][CH:24]=2)[CH:21]=[CH:20][CH:19]=[CH:18][CH:17]=1. Product: [Cl-:8].[C:29]1([P+:22]([C:16]2[CH:17]=[CH:18][CH:19]=[CH:20][CH:21]=2)([C:23]2[CH:28]=[CH:27][CH:26]=[CH:25][CH:24]=2)[CH2:9][C:10]2[CH:11]=[N:12][CH:13]=[CH:14][CH:15]=2)[CH:30]=[CH:31][CH:32]=[CH:33][CH:34]=1. The catalyst class is: 226. (6) Reactant: [F:1][CH:2]([F:17])[CH2:3][O:4][C:5]1[N:13]=[CH:12][C:11]([N+:14]([O-:16])=[O:15])=[CH:10][C:6]=1[C:7](Cl)=[O:8].[Cl:18][C:19]1[CH:20]=[C:21]([CH:23]=[C:24]([F:26])[CH:25]=1)[NH2:22].CSC1C2C(=CC(Br)=CC=2Br)NC=1SC. Product: [Cl:18][C:19]1[CH:20]=[C:21]([NH:22][C:7](=[O:8])[C:6]2[CH:10]=[C:11]([N+:14]([O-:16])=[O:15])[CH:12]=[N:13][C:5]=2[O:4][CH2:3][CH:2]([F:17])[F:1])[CH:23]=[C:24]([F:26])[CH:25]=1. The catalyst class is: 2. (7) Reactant: C(OC([N:8]1[CH2:16][CH2:15][CH:14]([NH:17][CH2:18][C:19]2[CH:24]=[CH:23][C:22]([CH3:25])=[C:21]([N+:26]([O-:28])=[O:27])[CH:20]=2)[C:10]2([CH2:13][O:12][CH2:11]2)[CH2:9]1)=O)(C)(C)C.Cl. Product: [CH3:25][C:22]1[CH:23]=[CH:24][C:19]([CH2:18][NH:17][CH:14]2[C:10]3([CH2:11][O:12][CH2:13]3)[CH2:9][NH:8][CH2:16][CH2:15]2)=[CH:20][C:21]=1[N+:26]([O-:28])=[O:27]. The catalyst class is: 135. (8) Reactant: CCN=C=NCCCN(C)C.C(OC([NH:19][C:20]1[CH:25]=[CH:24][C:23]([C:26]2[CH:27]=[C:28]([C:32]([OH:34])=O)[N:29]([CH3:31])[CH:30]=2)=[CH:22][CH:21]=1)=O)(C)(C)C.[NH2:35][C:36]1[CH:37]=[C:38]([C:42]([O:44][CH3:45])=[O:43])[N:39]([CH3:41])[CH:40]=1. Product: [NH2:19][C:20]1[CH:21]=[CH:22][C:23]([C:26]2[CH:27]=[C:28]([C:32]([NH:35][C:36]3[CH:37]=[C:38]([C:42]([O:44][CH3:45])=[O:43])[N:39]([CH3:41])[CH:40]=3)=[O:34])[N:29]([CH3:31])[CH:30]=2)=[CH:24][CH:25]=1. The catalyst class is: 241. (9) Reactant: [N:1]#[C:2][NH2:3].C[O-].[Na+].[Cl:7][C:8]1[CH:13]=[C:12]([N:14]=[C:15]=[S:16])[CH:11]=[C:10]([Cl:17])[C:9]=1[S:18]([C:20]1[CH:25]=[CH:24][CH:23]=[CH:22][CH:21]=1)=O.[N-]=[C:27]=S.IC. Product: [C:2](/[N:3]=[C:15](\[S:16][CH3:27])/[NH:14][C:12]1[CH:13]=[C:8]([Cl:7])[C:9]([S:18][C:20]2[CH:25]=[CH:24][CH:23]=[CH:22][CH:21]=2)=[C:10]([Cl:17])[CH:11]=1)#[N:1]. The catalyst class is: 224. (10) Reactant: S(O[CH2:6][CH:7]([NH:14][C:15]([O:17][C:18]([CH3:21])([CH3:20])[CH3:19])=[O:16])[CH2:8]OS(=O)(=O)C)(=O)(=O)C.[S-2:22].[Na+].[Na+]. Product: [C:18]([O:17][C:15]([NH:14][CH:7]1[CH2:8][S:22][CH2:6]1)=[O:16])([CH3:21])([CH3:20])[CH3:19]. The catalyst class is: 8.